From a dataset of Forward reaction prediction with 1.9M reactions from USPTO patents (1976-2016). Predict the product of the given reaction. (1) Given the reactants [C:1]([O:4][CH2:5][CH:6]=[CH2:7])(=[O:3])[CH3:2].C(O)C=C.[C:12]([CH2:14][CH2:15][C@H:16]1[CH2:20][C@H:19](C(OCC)=O)[C@H:18](C)[CH2:17]1)#[N:13], predict the reaction product. The product is: [C:12]([CH2:14][CH2:15][C@H:16]1[CH2:20][C@H:2]([C:1]([O:4][CH2:5][CH:6]=[CH2:7])=[O:3])[C@H:18]([CH3:19])[CH2:17]1)#[N:13]. (2) Given the reactants [Cl:1][C:2]1[CH:9]=[C:8]([OH:10])[CH:7]=[CH:6][C:3]=1[C:4]#N.S(=O)(=O)(O)[OH:12].[CH2:16]([OH:18])[CH3:17], predict the reaction product. The product is: [CH2:16]([O:18][C:4](=[O:12])[C:3]1[CH:6]=[CH:7][C:8]([OH:10])=[CH:9][C:2]=1[Cl:1])[CH3:17]. (3) Given the reactants [H-].C([Al+]CC(C)C)C(C)C.[Br:11][C:12]1[C:22]([O:23][CH2:24][CH3:25])=[CH:21][C:15]([C:16](OCC)=[O:17])=[CH:14][C:13]=1[O:26][CH2:27][CH3:28].O.O.O.O.O.O.O.O.O.O.S([O-])([O-])(=O)=O.[Na+].[Na+], predict the reaction product. The product is: [Br:11][C:12]1[C:22]([O:23][CH2:24][CH3:25])=[CH:21][C:15]([CH2:16][OH:17])=[CH:14][C:13]=1[O:26][CH2:27][CH3:28].